This data is from Forward reaction prediction with 1.9M reactions from USPTO patents (1976-2016). The task is: Predict the product of the given reaction. (1) Given the reactants [CH3:1][O:2][C:3](=[O:14])[C:4]1[CH:9]=[C:8]([O:10][CH3:11])[C:7]([OH:12])=[C:6]([I:13])[CH:5]=1.C(N(C(C)C)CC)(C)C.[CH3:24][O:25][CH2:26]Cl, predict the reaction product. The product is: [CH3:1][O:2][C:3](=[O:14])[C:4]1[CH:9]=[C:8]([O:10][CH3:11])[C:7]([O:12][CH2:24][O:25][CH3:26])=[C:6]([I:13])[CH:5]=1. (2) Given the reactants [CH3:1][C:2]1([CH3:14])[CH2:13][CH2:12][C:5]2=[C:6]([C:9]([OH:11])=[O:10])[S:7][CH:8]=[C:4]2[CH2:3]1.[Li][CH2:16][CH2:17]CC.C(I)C.C(O)(=O)CC(CC(O)=O)(C(O)=O)O, predict the reaction product. The product is: [CH2:16]([C:8]1[S:7][C:6]([C:9]([OH:11])=[O:10])=[C:5]2[CH2:12][CH2:13][C:2]([CH3:14])([CH3:1])[CH2:3][C:4]=12)[CH3:17].